Dataset: Catalyst prediction with 721,799 reactions and 888 catalyst types from USPTO. Task: Predict which catalyst facilitates the given reaction. (1) Reactant: [Br:1][C:2]1[CH:3]=[CH:4][C:5]([CH3:15])=[C:6]([CH:8]([C:10]2[O:11][CH:12]=[CH:13][CH:14]=2)O)[CH:7]=1.CC1C=CC(S(O)(=O)=O)=CC=1.IC.[C:29](=[O:32])([O-])[O-].[K+].[K+]. Product: [Br:1][C:2]1[CH:3]=[CH:4][C:5]([CH3:15])=[C:6]([C:8]2[C:29](=[O:32])[CH2:13][CH2:14][C:10]=2[O:11][CH3:12])[CH:7]=1. The catalyst class is: 80. (2) Reactant: [CH3:1][N:2]([CH3:16])[CH2:3][CH2:4][CH2:5][NH:6][C:7]([NH:9][C:10]1[CH:15]=[CH:14][CH:13]=[CH:12][CH:11]=1)=[S:8].Br[CH2:18][C:19]([C:21]1[CH:26]=[CH:25][C:24]([Br:27])=[CH:23][CH:22]=1)=O. Product: [Br:27][C:24]1[CH:25]=[CH:26][C:21]([C:19]2[N:6]([CH2:5][CH2:4][CH2:3][N:2]([CH3:1])[CH3:16])[C:7](=[N:9][C:10]3[CH:15]=[CH:14][CH:13]=[CH:12][CH:11]=3)[S:8][CH:18]=2)=[CH:22][CH:23]=1. The catalyst class is: 8. (3) Reactant: [Cl:1][C:2]1[CH:3]=[C:4]([CH:21]=[CH:22][C:23]=1[O:24][CH3:25])[CH2:5][NH:6][C:7]1[C:12]([C:13]([O:15]C)=[O:14])=[C:11]([O:17][CH3:18])[N:10]=[C:9]([S:19][CH3:20])[N:8]=1.[OH-].[Na+].O.C(O)(=O)CC(CC(O)=O)(C(O)=O)O. Product: [Cl:1][C:2]1[CH:3]=[C:4]([CH:21]=[CH:22][C:23]=1[O:24][CH3:25])[CH2:5][NH:6][C:7]1[C:12]([C:13]([OH:15])=[O:14])=[C:11]([O:17][CH3:18])[N:10]=[C:9]([S:19][CH3:20])[N:8]=1. The catalyst class is: 16. (4) Reactant: [N+:1]([C:4]1[CH:5]=[N:6][C:7]([N:10]2[CH:16]3[CH2:17][CH2:18][N:13]([CH2:14][CH2:15]3)[CH2:12][CH2:11]2)=[N:8][CH:9]=1)([O-])=O. Product: [N:13]12[CH2:14][CH2:15][CH:16]([CH2:17][CH2:18]1)[N:10]([C:7]1[N:8]=[CH:9][C:4]([NH2:1])=[CH:5][N:6]=1)[CH2:11][CH2:12]2. The catalyst class is: 43. (5) Reactant: [CH3:1][N:2]1[C:6]2[CH:7]=[CH:8][C:9]([C:11]3[CH:31]=[CH:30][C:14]([C:15]([N:17]4[CH2:22][CH2:21][N:20](C(OC(C)(C)C)=O)[CH2:19][CH2:18]4)=[O:16])=[CH:13][CH:12]=3)=[CH:10][C:5]=2[NH:4][NH:3]1.[ClH:32]. Product: [ClH:32].[CH3:1][N:2]1[C:6]2[CH:7]=[CH:8][C:9]([C:11]3[CH:31]=[CH:30][C:14]([C:15]([N:17]4[CH2:22][CH2:21][NH:20][CH2:19][CH2:18]4)=[O:16])=[CH:13][CH:12]=3)=[CH:10][C:5]=2[NH:4][NH:3]1. The catalyst class is: 4.